Dataset: Full USPTO retrosynthesis dataset with 1.9M reactions from patents (1976-2016). Task: Predict the reactants needed to synthesize the given product. (1) Given the product [F:47][C:29]1[CH:30]=[C:31]([CH:32]=[CH:33][C:28]=1[O:27][CH2:20][C:21]1[CH:22]=[CH:23][CH:24]=[CH:25][CH:26]=1)[CH2:34][C@H:35]([NH:39][C:40](=[O:46])[O:41][C:42]([CH3:45])([CH3:43])[CH3:44])[C@H:36]([OH:37])[CH2:38][NH:17][C:11]1([C:7]2[CH:8]=[CH:9][CH:10]=[C:5]([CH:2]([CH3:4])[CH3:3])[CH:6]=2)[CH2:16][CH2:15][CH2:14][CH2:13][CH2:12]1, predict the reactants needed to synthesize it. The reactants are: Cl.[CH:2]([C:5]1[CH:6]=[C:7]([C:11]2([NH2:17])[CH2:16][CH2:15][CH2:14][CH2:13][CH2:12]2)[CH:8]=[CH:9][CH:10]=1)([CH3:4])[CH3:3].[OH-].[Na+].[CH2:20]([O:27][C:28]1[CH:33]=[CH:32][C:31]([CH2:34][C@H:35]([NH:39][C:40](=[O:46])[O:41][C:42]([CH3:45])([CH3:44])[CH3:43])[C@H:36]2[CH2:38][O:37]2)=[CH:30][C:29]=1[F:47])[C:21]1[CH:26]=[CH:25][CH:24]=[CH:23][CH:22]=1. (2) Given the product [C:1]([O:4][C:5]1[CH:6]=[C:7]2[C:12](=[CH:13][CH:14]=1)[N:11]=[CH:10][N:9]=[C:8]2[NH:24][C:19]1[CH:20]=[CH:21][C:22]([F:23])=[C:17]([Cl:16])[CH:18]=1)(=[O:3])[CH3:2], predict the reactants needed to synthesize it. The reactants are: [C:1]([O:4][C:5]1[CH:6]=[C:7]2[C:12](=[CH:13][CH:14]=1)[N:11]=[CH:10][N:9]=[C:8]2Cl)(=[O:3])[CH3:2].[Cl:16][C:17]1[CH:18]=[C:19]([NH2:24])[CH:20]=[CH:21][C:22]=1[F:23]. (3) Given the product [CH3:14][O:13][C:8]1[CH:9]=[C:10]2[C:5](=[CH:6][CH:7]=1)[C:4]([C:28](=[O:29])[C:27]1[CH:26]=[CH:25][C:24]([O:23][CH2:22][CH2:21][N:15]3[CH2:20][CH2:19][CH2:18][CH2:17][CH2:16]3)=[CH:32][CH:31]=1)=[C:3]([OH:2])[CH:12]=[CH:11]2, predict the reactants needed to synthesize it. The reactants are: C[O:2][C:3]1[CH:12]=[CH:11][C:10]2[C:5](=[CH:6][CH:7]=[C:8]([O:13][CH3:14])[CH:9]=2)[CH:4]=1.[N:15]1([CH2:21][CH2:22][O:23][C:24]2[CH:32]=[CH:31][C:27]([C:28](Cl)=[O:29])=[CH:26][CH:25]=2)[CH2:20][CH2:19][CH2:18][CH2:17][CH2:16]1.[Cl-].[Al+3].[Cl-].[Cl-]. (4) Given the product [F:1][C:2]([F:9])([F:8])[CH2:3][CH2:4][CH2:5][CH:6]=[O:7], predict the reactants needed to synthesize it. The reactants are: [F:1][C:2]([F:9])([F:8])[CH2:3][CH2:4][CH2:5][CH2:6][OH:7]. (5) Given the product [CH:1]([C:4]1[C:5]([O:17][CH2:18][CH2:19][CH3:20])=[C:6]([CH:14]=[CH:15][CH:16]=1)[CH2:7][N:8]([CH3:13])[C:9](=[O:12])/[CH:10]=[CH:11]/[C:31]1[CH:42]=[N:41][C:34]2[NH:35][C:36](=[O:40])[CH2:37][NH:38][CH2:39][C:33]=2[CH:32]=1)([CH3:3])[CH3:2], predict the reactants needed to synthesize it. The reactants are: [CH:1]([C:4]1[C:5]([O:17][CH2:18][CH2:19][CH3:20])=[C:6]([CH:14]=[CH:15][CH:16]=1)[CH2:7][N:8]([CH3:13])[C:9](=[O:12])[CH:10]=[CH2:11])([CH3:3])[CH3:2].C(N(C(C)C)CC)(C)C.Br[C:31]1[CH:42]=[N:41][C:34]2[NH:35][C:36](=[O:40])[CH2:37][NH:38][CH2:39][C:33]=2[CH:32]=1.CC1C=CC=CC=1P(C1C=CC=CC=1C)C1C=CC=CC=1C. (6) Given the product [NH2:14][C@@H:13]([CH:12]([CH2:11][C:10]([F:9])([F:23])[F:24])[CH2:18][C:19]([F:20])([F:21])[F:22])[CH2:15][OH:16], predict the reactants needed to synthesize it. The reactants are: [Li+].[BH4-].Cl[Si](C)(C)C.Cl.[F:9][C:10]([F:24])([F:23])[CH2:11][CH:12]([CH2:18][C:19]([F:22])([F:21])[F:20])[C@@H:13]([C:15](O)=[O:16])[NH2:14].